This data is from Forward reaction prediction with 1.9M reactions from USPTO patents (1976-2016). The task is: Predict the product of the given reaction. (1) Given the reactants Br[C:2]1[CH:7]=[C:6]([Br:8])[CH:5]=[C:4]([Br:9])[CH:3]=1.[Li]CCCC.BrC1C(Br)=C(Br)C=CC=1.[CH:24](=[O:31])[C:25]1[CH:30]=[CH:29][CH:28]=[CH:27][CH:26]=1.Cl, predict the reaction product. The product is: [Br:9][C:4]1[CH:3]=[C:2]([CH:24]([C:25]2[CH:30]=[CH:29][CH:28]=[CH:27][CH:26]=2)[OH:31])[CH:7]=[C:6]([Br:8])[CH:5]=1. (2) Given the reactants [F:1][C:2]1[CH:7]=[CH:6][C:5]([CH:8]([C:13]2[CH:14]=[N:15][C:16]([N:19]3[CH2:24][CH2:23][N:22]([C:25]([O:27][C:28]([CH3:31])([CH3:30])[CH3:29])=[O:26])[CH2:21][CH2:20]3)=[N:17][CH:18]=2)[C:9]([O:11][CH3:12])=[O:10])=[CH:4][CH:3]=1.[Li+].[CH3:33]C([N-]C(C)C)C.CI, predict the reaction product. The product is: [F:1][C:2]1[CH:7]=[CH:6][C:5]([C:8]([C:13]2[CH:14]=[N:15][C:16]([N:19]3[CH2:24][CH2:23][N:22]([C:25]([O:27][C:28]([CH3:31])([CH3:30])[CH3:29])=[O:26])[CH2:21][CH2:20]3)=[N:17][CH:18]=2)([CH3:33])[C:9]([O:11][CH3:12])=[O:10])=[CH:4][CH:3]=1. (3) Given the reactants [NH:1]([C:3]1[N:8]=[CH:7][N:6]=[C:5]2[N:9]([C:12]3[CH:17]=[CH:16][CH:15]=[CH:14][CH:13]=3)[N:10]=[CH:11][C:4]=12)[NH2:2].O[CH2:19][C:20]1[O:24][C:23]([CH:25]=[O:26])=[CH:22][CH:21]=1, predict the reaction product. The product is: [C:12]1([N:9]2[C:5]3=[N:6][CH:7]=[N:8][C:3]([NH:1][N:2]=[CH:19][C:20]4[O:24][C:23]([CH2:25][OH:26])=[CH:22][CH:21]=4)=[C:4]3[CH:11]=[N:10]2)[CH:17]=[CH:16][CH:15]=[CH:14][CH:13]=1.